Dataset: Forward reaction prediction with 1.9M reactions from USPTO patents (1976-2016). Task: Predict the product of the given reaction. (1) Given the reactants [Cl:1][C:2]1[C:3]([C:9]#[N:10])=[N:4][CH:5]=[C:6](Cl)[N:7]=1.Cl.[NH2:12][C@@H:13]([C:18]([NH2:20])=[O:19])[CH2:14][CH:15]([CH3:17])[CH3:16].CCN(C(C)C)C(C)C.O, predict the reaction product. The product is: [Cl:1][C:2]1[N:7]=[C:6]([NH:12][C@H:13]([CH2:14][CH:15]([CH3:17])[CH3:16])[C:18]([NH2:20])=[O:19])[CH:5]=[N:4][C:3]=1[C:9]#[N:10]. (2) Given the reactants [Li]CCCC.Br[C:7]1[C:8]([NH:20][C:21]2[C:26]([CH3:27])=[CH:25][C:24]([CH3:28])=[CH:23][C:22]=2[CH3:29])=[N:9][C:10]([CH3:19])=[N:11][C:12]=1[O:13][CH:14]([CH2:17][CH3:18])[CH2:15][CH3:16].[C:30](=[O:32])=[O:31], predict the reaction product. The product is: [CH2:15]([CH:14]([O:13][C:12]1[C:7]([C:30]([OH:32])=[O:31])=[C:8]([NH:20][C:21]2[C:26]([CH3:27])=[CH:25][C:24]([CH3:28])=[CH:23][C:22]=2[CH3:29])[N:9]=[C:10]([CH3:19])[N:11]=1)[CH2:17][CH3:18])[CH3:16]. (3) Given the reactants F[P-](F)(F)(F)(F)F.CN(C(N(C)C)=[N+]1C2C(=NC=CC=2)[NH+]([O-])N1)C.[CH:25]1([C:28]([OH:30])=O)[CH2:27][CH2:26]1.C(N(C(C)C)CC)(C)C.FC(F)(F)C([O-])=O.[Cl:47][C:48]1[CH:65]=[CH:64][CH:63]=[C:62]([Cl:66])[C:49]=1[CH2:50][O:51][C:52]1[CH:53]=[CH:54][C:55]2[N:59]=[C:58]([NH3+:60])[NH:57][C:56]=2[CH:61]=1, predict the reaction product. The product is: [Cl:47][C:48]1[CH:65]=[CH:64][CH:63]=[C:62]([Cl:66])[C:49]=1[CH2:50][O:51][C:52]1[CH:53]=[CH:54][C:55]2[N:59]=[C:58]([NH:60][C:28]([CH:25]3[CH2:27][CH2:26]3)=[O:30])[NH:57][C:56]=2[CH:61]=1. (4) Given the reactants [NH:1]1[C:9]2[C:4](=[CH:5][CH:6]=[CH:7][CH:8]=2)[C:3](/[CH:10]=[CH:11]/[C:12]2[CH:20]=[CH:19][CH:18]=[CH:17][C:13]=2[C:14]([OH:16])=O)=[N:2]1.[NH2:21][C:22]1[CH:27]=[CH:26][CH:25]=[CH:24][C:23]=1O.O.ON1C2C=CC=CC=2N=N1.C(Cl)CCl.O.C1(C)C=CC(S(O)(=O)=O)=CC=1, predict the reaction product. The product is: [NH:1]1[C:9]2[C:4](=[CH:5][CH:6]=[CH:7][CH:8]=2)[C:3](/[CH:10]=[CH:11]/[C:12]2[CH:20]=[CH:19][CH:18]=[CH:17][C:13]=2[C:14]2[O:16][C:23]3[CH:24]=[CH:25][CH:26]=[CH:27][C:22]=3[N:21]=2)=[N:2]1. (5) Given the reactants [Cl:1][C:2]1[C:3]2[NH:10][CH:9]=[CH:8][C:4]=2[N:5]=[CH:6][N:7]=1.CS(O[CH2:16][CH2:17][CH2:18][O:19][CH2:20][CH2:21][O:22][CH:23]1[CH2:28][CH2:27][CH2:26][CH2:25][O:24]1)(=O)=O.C(=O)([O-])[O-].[Cs+].[Cs+].O, predict the reaction product. The product is: [Cl:1][C:2]1[C:3]2[N:10]([CH2:16][CH2:17][CH2:18][O:19][CH2:20][CH2:21][O:22][CH:23]3[CH2:28][CH2:27][CH2:26][CH2:25][O:24]3)[CH:9]=[CH:8][C:4]=2[N:5]=[CH:6][N:7]=1. (6) Given the reactants Cl[C:2]1[N:7]=[CH:6][N:5]=[C:4]([NH2:8])[CH:3]=1.CCN(C(C)C)C(C)C.[Cl-].[Cl-].[O:20]=[S:21]1(=[O:32])[CH2:25][CH2:24][CH:23]([NH+:26]2[CH2:31][CH2:30][NH2+:29][CH2:28][CH2:27]2)[CH2:22]1.Cl, predict the reaction product. The product is: [O:32]=[S:21]1(=[O:20])[CH2:25][CH2:24][CH:23]([N:26]2[CH2:31][CH2:30][N:29]([C:2]3[N:7]=[CH:6][N:5]=[C:4]([NH2:8])[CH:3]=3)[CH2:28][CH2:27]2)[CH2:22]1. (7) Given the reactants Br[C:2]1[CH:7]=[CH:6][C:5]([NH:8][C:9]#[N:10])=[CH:4][C:3]=1[CH3:11].[CH3:12][N:13]1[C:17]([C:18]#[N:19])=[CH:16][CH:15]=[C:14]1B(O)O.C(=O)([O-])[O-].[K+].[K+].C(P(C(C)(C)C)C(C)(C)C)(C)(C)C.[Br-], predict the reaction product. The product is: [C:18]([C:17]1[N:13]([CH3:12])[C:14]([C:2]2[CH:7]=[CH:6][C:5]([NH:8][C:9]#[N:10])=[CH:4][C:3]=2[CH3:11])=[CH:15][CH:16]=1)#[N:19]. (8) The product is: [Cl:46][C:47]1[CH:48]=[C:49]([CH:50]=[CH:51][C:52]=1[Cl:53])[O:15][CH2:14][CH:13]1[C:8]2([C:5]3[CH:4]=[CH:3][C:2]([Br:1])=[CH:7][CH:6]=3)[CH:12]1[CH2:11][N:10]([C:16]([O:18][C:19]([CH3:22])([CH3:21])[CH3:20])=[O:17])[CH2:9]2. Given the reactants [Br:1][C:2]1[CH:7]=[CH:6][C:5]([C:8]23[CH:13]([CH2:14][OH:15])[CH:12]2[CH2:11][N:10]([C:16]([O:18][C:19]([CH3:22])([CH3:21])[CH3:20])=[O:17])[CH2:9]3)=[CH:4][CH:3]=1.BrC1C=CC(C23C(COC)C2CN(C(OC(C)(C)C)=O)C3)=CC=1.[Cl:46][C:47]1[CH:48]=[C:49](O)[CH:50]=[CH:51][C:52]=1[Cl:53].C1(P(C2C=CC=CC=2)C2C=CC=CC=2)C=CC=CC=1.N(C(OCC)=O)=NC(OCC)=O, predict the reaction product. (9) Given the reactants [NH2:1][C:2]1[CH:3]=[C:4]([C:13]([F:16])([F:15])[F:14])[C:5]([C:8]([CH3:12])([CH3:11])[C:9]#[N:10])=[N:6][CH:7]=1.[CH2:17]([O:19][C:20]1[C:25](=[O:26])[NH:24][CH:23]=[C:22]([C:27]2[CH:32]=[CH:31][C:30]([CH2:33][C:34](O)=[O:35])=[C:29]([F:37])[CH:28]=2)[CH:21]=1)[CH3:18].C1C=CC2N(O)N=NC=2C=1.C(Cl)C[Cl:50].CCN(CC)CC, predict the reaction product. The product is: [ClH:50].[C:9]([C:8]([C:5]1[N:6]=[CH:7][C:2]([NH:1][C:34](=[O:35])[CH2:33][C:30]2[CH:31]=[CH:32][C:27]([C:22]3[CH:21]=[C:20]([O:19][CH2:17][CH3:18])[C:25](=[O:26])[NH:24][CH:23]=3)=[CH:28][C:29]=2[F:37])=[CH:3][C:4]=1[C:13]([F:16])([F:14])[F:15])([CH3:12])[CH3:11])#[N:10].